Dataset: Reaction yield outcomes from USPTO patents with 853,638 reactions. Task: Predict the reaction yield, written as a fraction of the theoretical maximum amount of product (1.0 means a 100% yield; for example, 0.34 means a 34% yield). (1) The reactants are Cl[C:2]1[CH:7]=[CH:6][C:5]([C:8]([CH3:10])=[CH2:9])=[CH:4][N:3]=1.[CH3:11][O:12][C:13]1[CH:18]=[CH:17][C:16]([NH:19][CH3:20])=[CH:15][CH:14]=1. No catalyst specified. The product is [C:8]([C:5]1[CH:6]=[CH:7][C:2]([N:19]([C:16]2[CH:17]=[CH:18][C:13]([O:12][CH3:11])=[CH:14][CH:15]=2)[CH3:20])=[N:3][CH:4]=1)([CH3:10])=[CH2:9]. The yield is 0.770. (2) The reactants are [H-].[Al+3].[Li+].[H-].[H-].[H-].[CH2:7]([N:14]1[CH:18]=[C:17]([C:19](OC)=[O:20])[C:16]([CH:23]([CH3:25])[CH3:24])=[N:15]1)[C:8]1[CH:13]=[CH:12][CH:11]=[CH:10][CH:9]=1.CC(C)=O. The catalyst is O1CCCC1.[Cl-].[Na+].O. The product is [CH2:7]([N:14]1[CH:18]=[C:17]([CH2:19][OH:20])[C:16]([CH:23]([CH3:25])[CH3:24])=[N:15]1)[C:8]1[CH:9]=[CH:10][CH:11]=[CH:12][CH:13]=1. The yield is 0.940. (3) The reactants are C(OC(=O)[NH:7][C:8]1[CH:13]=[CH:12][N:11]=[C:10]([CH2:14][N:15]2[CH2:20][CH2:19][O:18][CH2:17][CH2:16]2)[CH:9]=1)(C)(C)C.C(O)(C(F)(F)F)=O. The catalyst is C(Cl)Cl. The product is [N:15]1([CH2:14][C:10]2[CH:9]=[C:8]([NH2:7])[CH:13]=[CH:12][N:11]=2)[CH2:20][CH2:19][O:18][CH2:17][CH2:16]1. The yield is 0.880.